Dataset: Forward reaction prediction with 1.9M reactions from USPTO patents (1976-2016). Task: Predict the product of the given reaction. (1) Given the reactants N#N.[NH:3]1[C:7]2[CH:8]=[CH:9][CH:10]=[CH:11][C:6]=2[N:5]=[C:4]1[CH:12]([NH2:23])[CH2:13][C:14]1[CH:19]=[CH:18][C:17]([O:20][CH3:21])=[CH:16][C:15]=1[F:22].[C:24](N1C=CN=C1)(N1C=CN=C1)=[O:25].O, predict the reaction product. The product is: [F:22][C:15]1[CH:16]=[C:17]([O:20][CH3:21])[CH:18]=[CH:19][C:14]=1[CH2:13][CH:12]1[C:4]2=[N:5][C:6]3[CH:11]=[CH:10][CH:9]=[CH:8][C:7]=3[N:3]2[C:24](=[O:25])[NH:23]1. (2) Given the reactants [NH:1]1[C:9]2[C:4](=[CH:5][CH:6]=[C:7]([CH2:10][N:11]3[CH2:14][C:13](=[CH:15][C:16]4[CH:24]=[CH:23][C:19]([C:20](O)=[O:21])=[CH:18][C:17]=4[Cl:25])[CH2:12]3)[CH:8]=2)[CH:3]=[CH:2]1.CCN(C(C)C)C(C)C.[C:35]([O:39][C:40](=[O:49])[NH:41][C:42]1[CH:47]=[CH:46][CH:45]=[CH:44][C:43]=1[NH2:48])([CH3:38])([CH3:37])[CH3:36].CN(C(ON1N=NC2C=CC=NC1=2)=[N+](C)C)C.F[P-](F)(F)(F)(F)F, predict the reaction product. The product is: [NH:1]1[C:9]2[C:4](=[CH:5][CH:6]=[C:7]([CH2:10][N:11]3[CH2:14][C:13](=[CH:15][C:16]4[CH:24]=[CH:23][C:19]([C:20]([NH:48][C:43]5[CH:44]=[CH:45][CH:46]=[CH:47][C:42]=5[NH:41][C:40](=[O:49])[O:39][C:35]([CH3:38])([CH3:36])[CH3:37])=[O:21])=[CH:18][C:17]=4[Cl:25])[CH2:12]3)[CH:8]=2)[CH:3]=[CH:2]1. (3) Given the reactants [Cl:1][C:2]1[CH:13]=[C:12]([CH3:14])[C:5]([O:6][CH2:7][C:8](OC)=[O:9])=[C:4]([CH3:15])[CH:3]=1.O.[NH2:17][NH2:18], predict the reaction product. The product is: [Cl:1][C:2]1[CH:13]=[C:12]([CH3:14])[C:5]([O:6][CH2:7][C:8]([NH:17][NH2:18])=[O:9])=[C:4]([CH3:15])[CH:3]=1. (4) Given the reactants [N:1]1[CH:6]=[CH:5][C:4]([CH:7]2[CH2:9][CH:8]2[C:10](Cl)=[O:11])=[CH:3][CH:2]=1.[CH3:13][C:14]1[CH:29]=[C:17]2[N:18]=[C:19]([NH2:28])[CH:20]=[C:21]([C:22]3[CH:27]=[CH:26][CH:25]=[CH:24][CH:23]=3)[N:16]2[N:15]=1, predict the reaction product. The product is: [CH3:13][C:14]1[CH:29]=[C:17]2[N:18]=[C:19]([NH:28][C:10]([CH:8]3[CH2:9][CH:7]3[C:4]3[CH:5]=[CH:6][N:1]=[CH:2][CH:3]=3)=[O:11])[CH:20]=[C:21]([C:22]3[CH:27]=[CH:26][CH:25]=[CH:24][CH:23]=3)[N:16]2[N:15]=1. (5) The product is: [Br:13][C:9]1[CH:10]=[C:11]2[C:2](=[C:3]([C:4]([O:6][CH3:7])=[O:5])[CH:8]=1)[NH:1][N:26]=[CH:12]2. Given the reactants [NH2:1][C:2]1[C:11]([CH3:12])=[CH:10][C:9]([Br:13])=[CH:8][C:3]=1[C:4]([O:6][CH3:7])=[O:5].C(OC(=O)C)(=O)C.C([O-])(=O)C.[K+].[N:26](OCCC(C)C)=O, predict the reaction product. (6) Given the reactants [CH2:1]([O:3][C:4]1[C:13]([O:14][CH3:15])=[CH:12][C:11]2[C:10]([C:16]3[CH:17]=[C:18]([CH:23]=[CH:24][CH:25]=3)[C:19]([O:21]C)=[O:20])=[N:9][C@@H:8]3[CH2:26][CH2:27][S:28][CH2:29][C@@H:7]3[C:6]=2[CH:5]=1)[CH3:2].[OH-].[Na+].Cl, predict the reaction product. The product is: [CH2:1]([O:3][C:4]1[C:13]([O:14][CH3:15])=[CH:12][C:11]2[C:10]([C:16]3[CH:17]=[C:18]([CH:23]=[CH:24][CH:25]=3)[C:19]([OH:21])=[O:20])=[N:9][C@@H:8]3[CH2:26][CH2:27][S:28][CH2:29][C@@H:7]3[C:6]=2[CH:5]=1)[CH3:2]. (7) Given the reactants O.[OH-].[Li+].[CH:4]1([C:8]2[S:9][CH:10]=[C:11]([C:13]([O:15]CC)=[O:14])[N:12]=2)[CH2:7][CH2:6][CH2:5]1.Cl, predict the reaction product. The product is: [CH:4]1([C:8]2[S:9][CH:10]=[C:11]([C:13]([OH:15])=[O:14])[N:12]=2)[CH2:5][CH2:6][CH2:7]1.